This data is from TCR-epitope binding with 47,182 pairs between 192 epitopes and 23,139 TCRs. The task is: Binary Classification. Given a T-cell receptor sequence (or CDR3 region) and an epitope sequence, predict whether binding occurs between them. The epitope is HTDFSSEIIGY. The TCR CDR3 sequence is CASSSLVNTGELFF. Result: 0 (the TCR does not bind to the epitope).